From a dataset of Reaction yield outcomes from USPTO patents with 853,638 reactions. Predict the reaction yield, written as a fraction of the theoretical maximum amount of product (1.0 means a 100% yield; for example, 0.34 means a 34% yield). (1) The reactants are [H-].[Na+].[Cl:3][C:4]1[C:12]2[NH:11][C:10]3[CH2:13][CH2:14][N:15]([C:18]([O:20][C:21]([CH3:24])([CH3:23])[CH3:22])=[O:19])[CH2:16][CH2:17][C:9]=3[C:8]=2[C:7]([Cl:25])=[CH:6][CH:5]=1.Br[CH2:27][CH2:28][O:29][C:30]1[CH:35]=[CH:34][CH:33]=[CH:32][CH:31]=1. The catalyst is CN(C=O)C. The product is [Cl:3][C:4]1[C:12]2[N:11]([CH2:27][CH2:28][O:29][C:30]3[CH:35]=[CH:34][CH:33]=[CH:32][CH:31]=3)[C:10]3[CH2:13][CH2:14][N:15]([C:18]([O:20][C:21]([CH3:22])([CH3:24])[CH3:23])=[O:19])[CH2:16][CH2:17][C:9]=3[C:8]=2[C:7]([Cl:25])=[CH:6][CH:5]=1. The yield is 0.790. (2) The reactants are [O:1]1[CH2:6][CH2:5][CH:4]([NH:7][C:8]2[C:13]3[C:14]([C:17]4[CH:22]=[C:21](C(F)(F)F)[CH:20]=[CH:19][N:18]=4)=[N:15][NH:16][C:12]=3[CH:11]=[CH:10][N:9]=2)[CH2:3][CH2:2]1.COC1C=CC(CN2C3C=CN=C(NC4CCOCC4)C=3C([Sn](C)(C)C)=N2)=CC=1.BrC1C=CC=CN=1. No catalyst specified. The product is [N:18]1[CH:19]=[CH:20][CH:21]=[CH:22][C:17]=1[C:14]1[C:13]2[C:8]([NH:7][CH:4]3[CH2:5][CH2:6][O:1][CH2:2][CH2:3]3)=[N:9][CH:10]=[CH:11][C:12]=2[NH:16][N:15]=1. The yield is 0.370. (3) The reactants are [CH3:1][O:2][C:3]([C:5]1[CH:6]=[C:7]([C:12]2[CH:17]=[CH:16][CH:15]=[C:14]([C:18]3[C:27]4[C:22](=[CH:23][C:24]([O:33][CH3:34])=[C:25]5[O:30][C:29]([CH3:32])([CH3:31])[CH2:28][C:26]5=4)[CH2:21][C:20]([CH3:36])([CH3:35])[N:19]=3)[CH:13]=2)[CH:8]=[CH:9][C:10]=1[NH2:11])=[O:4].[C:37](OC(=O)C)(=[O:39])[CH3:38]. The catalyst is O. The product is [CH3:1][O:2][C:3]([C:5]1[CH:6]=[C:7]([C:12]2[CH:17]=[CH:16][CH:15]=[C:14]([C:18]3[C:27]4[C:22](=[CH:23][C:24]([O:33][CH3:34])=[C:25]5[O:30][C:29]([CH3:31])([CH3:32])[CH2:28][C:26]5=4)[CH2:21][C:20]([CH3:36])([CH3:35])[N:19]=3)[CH:13]=2)[CH:8]=[CH:9][C:10]=1[NH:11][C:37](=[O:39])[CH3:38])=[O:4]. The yield is 0.720. (4) The reactants are CO.[OH-].[Na+].C[O:6][C:7]([C:9]1[CH:10]=[C:11]2[C:16](=[CH:17][C:18]=1[O:19][CH3:20])[N:15]=[CH:14][CH:13]=[C:12]2[O:21][C:22]1[CH:27]=[CH:26][C:25]([NH:28][C:29]([NH:31][C:32]2[CH:37]=[CH:36][C:35]([F:38])=[CH:34][CH:33]=2)=[O:30])=[CH:24][CH:23]=1)=[O:8].Cl. The catalyst is O. The product is [F:38][C:35]1[CH:34]=[CH:33][C:32]([NH:31][C:29]([NH:28][C:25]2[CH:26]=[CH:27][C:22]([O:21][C:12]3[C:11]4[C:16](=[CH:17][C:18]([O:19][CH3:20])=[C:9]([C:7]([OH:8])=[O:6])[CH:10]=4)[N:15]=[CH:14][CH:13]=3)=[CH:23][CH:24]=2)=[O:30])=[CH:37][CH:36]=1. The yield is 0.780. (5) The reactants are I[C:2]1[N:3]([C:13]2[CH:14]=[CH:15][C:16]3[N:17]([CH3:26])[C:18]4[C:23]([C:24]=3[CH:25]=2)=[CH:22][CH:21]=[CH:20][CH:19]=4)[CH:4]=[C:5]([C:7]2[S:8][C:9]([CH3:12])=[CH:10][CH:11]=2)[N:6]=1.[CH3:27][C:28]1[S:32][C:31](B2OC(C)(C)C(C)(C)O2)=[CH:30][CH:29]=1.C([O-])([O-])=O.[Na+].[Na+]. The yield is 0.760. The catalyst is O.CN(C=O)C. The product is [CH3:27][C:28]1[S:32][C:31]([C:2]2[N:3]([C:13]3[CH:14]=[CH:15][C:16]4[N:17]([CH3:26])[C:18]5[C:23]([C:24]=4[CH:25]=3)=[CH:22][CH:21]=[CH:20][CH:19]=5)[CH:4]=[C:5]([C:7]3[S:8][C:9]([CH3:12])=[CH:10][CH:11]=3)[N:6]=2)=[CH:30][CH:29]=1. (6) The reactants are [N:1]1[CH:6]=[CH:5][CH:4]=[CH:3][C:2]=1[C:7]1[S:11][C:10]([C:12]([OH:14])=O)=[CH:9][CH:8]=1.C1(OP(Cl)(OC2C=CC=CC=2)=O)C=CC=CC=1.[NH2:32][C@@H:33]1[CH:38]2[CH2:39][CH2:40][N:35]([CH2:36][CH2:37]2)[CH2:34]1.CO. The catalyst is C(Cl)Cl.CN(C=O)C.CN(C=O)C. The product is [N:35]12[CH2:40][CH2:39][CH:38]([CH2:37][CH2:36]1)[C@@H:33]([NH:32][C:12]([C:10]1[S:11][C:7]([C:2]3[CH:3]=[CH:4][CH:5]=[CH:6][N:1]=3)=[CH:8][CH:9]=1)=[O:14])[CH2:34]2. The yield is 0.240. (7) The reactants are [OH-].[Na+].Cl.Cl.[NH2:5][CH2:6][CH2:7][O:8][CH2:9][CH2:10][NH2:11].[CH3:12][C:13]([O:16][C:17](O[C:17]([O:16][C:13]([CH3:15])([CH3:14])[CH3:12])=[O:18])=[O:18])([CH3:15])[CH3:14]. The catalyst is CO.C1COCC1. The product is [NH2:5][CH2:6][CH2:7][O:8][CH2:9][CH2:10][NH:11][C:17](=[O:18])[O:16][C:13]([CH3:15])([CH3:14])[CH3:12]. The yield is 0.740.